Task: Predict the reactants needed to synthesize the given product.. Dataset: Full USPTO retrosynthesis dataset with 1.9M reactions from patents (1976-2016) (1) The reactants are: Br[C:2]1[CH:3]=[C:4]2[C:8](=[CH:9][CH:10]=1)[N:7]([CH:11]1[CH2:16][CH2:15][CH2:14][CH2:13][O:12]1)[N:6]=[C:5]2[C:17]1[N:22]=[C:21]([O:23][C@@H:24]2[CH2:29][CH2:28][CH2:27][N:26]([C:30]([O:32][C:33]([CH3:36])([CH3:35])[CH3:34])=[O:31])[CH2:25]2)[CH:20]=[N:19][CH:18]=1.[B:37]1([B:37]2[O:41][C:40]([CH3:43])([CH3:42])[C:39]([CH3:45])([CH3:44])[O:38]2)[O:41][C:40]([CH3:43])([CH3:42])[C:39]([CH3:45])([CH3:44])[O:38]1.C([O-])(=O)C.[K+]. Given the product [O:12]1[CH2:13][CH2:14][CH2:15][CH2:16][CH:11]1[N:7]1[C:8]2[C:4](=[CH:3][C:2]([B:37]3[O:41][C:40]([CH3:43])([CH3:42])[C:39]([CH3:45])([CH3:44])[O:38]3)=[CH:10][CH:9]=2)[C:5]([C:17]2[N:22]=[C:21]([O:23][C@@H:24]3[CH2:29][CH2:28][CH2:27][N:26]([C:30]([O:32][C:33]([CH3:35])([CH3:34])[CH3:36])=[O:31])[CH2:25]3)[CH:20]=[N:19][CH:18]=2)=[N:6]1, predict the reactants needed to synthesize it. (2) Given the product [F:6][C:7]1[CH:12]=[CH:11][C:10]([C:13]([F:16])([F:15])[F:14])=[CH:9][C:8]=1[NH:17][C:18]([NH:20][C:21]1[CH:22]=[C:23](/[CH:3]=[CH:2]/[C:1]([NH2:5])=[O:4])[CH:24]=[CH:25][CH:26]=1)=[O:19], predict the reactants needed to synthesize it. The reactants are: [C:1]([NH2:5])(=[O:4])[CH:2]=[CH2:3].[F:6][C:7]1[CH:12]=[CH:11][C:10]([C:13]([F:16])([F:15])[F:14])=[CH:9][C:8]=1[NH:17][C:18]([NH:20][C:21]1[CH:26]=[CH:25][CH:24]=[C:23](I)[CH:22]=1)=[O:19]. (3) Given the product [Br:32][C:7]1[C:6]([F:8])=[C:5]([C:9]2[CH:14]=[CH:13][CH:12]=[CH:11][CH:10]=2)[CH:4]=[C:3]([C:15]2[CH:16]=[CH:17][CH:18]=[CH:19][CH:20]=2)[C:2]=1[F:1], predict the reactants needed to synthesize it. The reactants are: [F:1][C:2]1[CH:7]=[C:6]([F:8])[C:5]([C:9]2[CH:14]=[CH:13][CH:12]=[CH:11][CH:10]=2)=[CH:4][C:3]=1[C:15]1[CH:20]=[CH:19][CH:18]=[CH:17][CH:16]=1.C1CCCCC1.C([Li])(CC)C.[Br:32]Br.S([O-])([O-])=O.[Na+].[Na+]. (4) Given the product [OH:24][C:12]1[C:11]([CH2:10][CH:9]=[C:8]([CH3:31])[CH2:7][P:3](=[O:2])([OH:4])[OH:6])=[C:19]([CH:20]=[CH2:21])[C:18]([CH3:22])=[C:17]2[C:13]=1[C:14](=[O:23])[O:15][CH2:16]2, predict the reactants needed to synthesize it. The reactants are: C[O:2][P:3]([CH2:7][C:8]([CH3:31])=[CH:9][CH2:10][C:11]1[C:12]([O:24]CC[Si](C)(C)C)=[C:13]2[C:17](=[C:18]([CH3:22])[C:19]=1[CH:20]=[CH2:21])[CH2:16][O:15][C:14]2=[O:23])(=[O:6])[O:4]C.C(O)(C(F)(F)F)=O. (5) Given the product [F:38][C:2]([F:1])([F:37])[C:3]1[CH:4]=[C:5]([C@H:13]([O:15][C@H:16]2[CH2:24][N:23]3[C@@H:18]([CH2:19][CH:20]([C:26]([O:28][CH3:29])=[O:27])[CH2:21][C:22]3=[O:25])[C@@H:17]2[C:30]2[CH:35]=[CH:34][C:33]([F:36])=[CH:32][CH:31]=2)[CH3:14])[CH:6]=[C:7]([C:9]([F:10])([F:11])[F:12])[CH:8]=1, predict the reactants needed to synthesize it. The reactants are: [F:1][C:2]([F:38])([F:37])[C:3]1[CH:4]=[C:5]([C@H:13]([O:15][C@H:16]2[CH2:24][N:23]3[C@@H:18]([CH2:19][C:20]([C:26]([O:28][CH3:29])=[O:27])=[CH:21][C:22]3=[O:25])[C@@H:17]2[C:30]2[CH:35]=[CH:34][C:33]([F:36])=[CH:32][CH:31]=2)[CH3:14])[CH:6]=[C:7]([C:9]([F:12])([F:11])[F:10])[CH:8]=1. (6) Given the product [NH3:12].[F:1][C:2]1[CH:3]=[C:4]([C@@H:9]([CH:27]2[CH2:28][CH2:29][N:30]([S:33]([CH3:36])(=[O:35])=[O:34])[CH2:31][CH2:32]2)[CH2:10][CH2:11][N:12]2[CH2:13][CH2:14][CH:15]([N:18]3[C:22]4[CH2:23][NH:24][CH2:25][CH2:26][C:21]=4[N:20]=[CH:19]3)[CH2:16][CH2:17]2)[CH:5]=[C:6]([F:8])[CH:7]=1, predict the reactants needed to synthesize it. The reactants are: [F:1][C:2]1[CH:3]=[C:4]([C@@H:9]([CH:27]2[CH2:32][CH2:31][N:30]([S:33]([CH3:36])(=[O:35])=[O:34])[CH2:29][CH2:28]2)[CH2:10][CH2:11][N:12]2[CH2:17][CH2:16][CH:15]([N:18]3[C:22]4[CH:23]=[N:24][CH:25]=[CH:26][C:21]=4[N:20]=[CH:19]3)[CH2:14][CH2:13]2)[CH:5]=[C:6]([F:8])[CH:7]=1. (7) Given the product [CH:18]1([CH2:17][C@H:8]([C@H:6]([OH:7])[C:5]([O:4][CH:1]([CH3:2])[CH3:3])=[O:15])[C:9]([O:11][CH:12]([CH3:14])[CH3:13])=[O:10])[CH2:22][CH2:21][CH2:20][CH2:19]1, predict the reactants needed to synthesize it. The reactants are: [CH:1]([O:4][C:5](=[O:15])[C@H:6]([CH2:8][C:9]([O:11][CH:12]([CH3:14])[CH3:13])=[O:10])[OH:7])([CH3:3])[CH3:2].I[CH2:17][CH:18]1[CH2:22][CH2:21][CH2:20][CH2:19]1.C[Si]([N-][Si](C)(C)C)(C)C.[Li+]. (8) Given the product [CH2:16]([O:5][C:4](=[O:6])[C:3]1[CH:7]=[CH:8][CH:9]=[CH:10][C:2]=1[Br:1])[CH3:17], predict the reactants needed to synthesize it. The reactants are: [Br:1][C:2]1[CH:10]=[CH:9][CH:8]=[CH:7][C:3]=1[C:4]([OH:6])=[O:5].S(=O)(=O)(O)O.[CH2:16](O)[CH3:17]. (9) Given the product [CH3:18][N:19]1[C:27]2[C:22](=[CH:23][CH:24]=[CH:25][CH:26]=2)[CH:21]=[C:20]1[C:2]1[CH:3]=[C:4]([O:8][S:9]([N:12]2[CH2:17][CH2:16][O:15][CH2:14][CH2:13]2)(=[O:11])=[O:10])[CH:5]=[N:6][CH:7]=1, predict the reactants needed to synthesize it. The reactants are: Br[C:2]1[CH:3]=[C:4]([O:8][S:9]([N:12]2[CH2:17][CH2:16][O:15][CH2:14][CH2:13]2)(=[O:11])=[O:10])[CH:5]=[N:6][CH:7]=1.[CH3:18][N:19]1[C:27]2[C:22](=[CH:23][CH:24]=[CH:25][CH:26]=2)[CH:21]=[C:20]1B(O)O.